From a dataset of Forward reaction prediction with 1.9M reactions from USPTO patents (1976-2016). Predict the product of the given reaction. (1) Given the reactants [NH2:1][C:2]1[C:7]2=[N:8][CH:9]=[C:10]([C@@H:11]3[O:21][C@H:20]4[C@@H:13]([O:14][Si:15]([CH:31]([CH3:33])[CH3:32])([CH:28]([CH3:30])[CH3:29])[O:16][Si:17]([CH:25]([CH3:27])[CH3:26])([CH:22]([CH3:24])[CH3:23])[O:18][CH2:19]4)[C@H:12]3[OH:34])[N:6]2[N:5]=[CH:4][N:3]=1.[C:35](=[S:44])(Cl)[O:36][C:37]1[CH:42]=[CH:41][CH:40]=[CH:39][CH:38]=1, predict the reaction product. The product is: [C:35](=[S:44])([O:36][C:37]1[CH:42]=[CH:41][CH:40]=[CH:39][CH:38]=1)[O:34][C@@H:12]1[C@@H:13]2[O:14][Si:15]([CH:28]([CH3:30])[CH3:29])([CH:31]([CH3:33])[CH3:32])[O:16][Si:17]([CH:25]([CH3:26])[CH3:27])([CH:22]([CH3:23])[CH3:24])[O:18][CH2:19][C@H:20]2[O:21][C@H:11]1[C:10]1[N:6]2[C:7]([C:2]([NH2:1])=[N:3][CH:4]=[N:5]2)=[N:8][CH:9]=1. (2) Given the reactants [C:1]([C:5]1[CH:10]=[CH:9][C:8]([NH:11][C:12](=[O:29])[C:13]2[CH:18]=[CH:17][C:16]([OH:19])=[C:15]([N:20]([C:22]3[C:27]([Cl:28])=[CH:26][CH:25]=[CH:24][N:23]=3)[CH3:21])[CH:14]=2)=[CH:7][CH:6]=1)([CH3:4])([CH3:3])[CH3:2].C(=O)([O-])[O-].[K+].[K+].[C:36]([O:39][CH2:40][CH2:41]Br)(=[O:38])[CH3:37], predict the reaction product. The product is: [C:1]([C:5]1[CH:10]=[CH:9][C:8]([NH:11][C:12](=[O:29])[C:13]2[CH:18]=[CH:17][C:16]([O:19][CH2:41][CH2:40][O:39][C:36](=[O:38])[CH3:37])=[C:15]([N:20]([C:22]3[C:27]([Cl:28])=[CH:26][CH:25]=[CH:24][N:23]=3)[CH3:21])[CH:14]=2)=[CH:7][CH:6]=1)([CH3:4])([CH3:2])[CH3:3]. (3) Given the reactants [CH2:1]([N:3]1[C:7](=[O:8])[C:6](=[CH:9][C:10]2[CH:15]=[CH:14][CH:13]=[CH:12][C:11]=2[O:16]C)[N:5]=[C:4]1[CH3:18])[CH3:2].B(Br)(Br)Br, predict the reaction product. The product is: [CH2:1]([N:3]1[C:7](=[O:8])[C:6](=[CH:9][C:10]2[CH:15]=[CH:14][CH:13]=[CH:12][C:11]=2[OH:16])[N:5]=[C:4]1[CH3:18])[CH3:2]. (4) The product is: [CH3:19][O:20][C:21]1[C:26]([NH:27][C:13](=[O:15])[C:12]2[CH:16]=[CH:17][CH:18]=[C:10]([S:7]([N:1]3[CH2:2][CH2:3][CH2:4][CH2:5][CH2:6]3)(=[O:8])=[O:9])[CH:11]=2)=[CH:25][CH:24]=[CH:23][N:22]=1. Given the reactants [N:1]1([S:7]([C:10]2[CH:11]=[C:12]([CH:16]=[CH:17][CH:18]=2)[C:13]([OH:15])=O)(=[O:9])=[O:8])[CH2:6][CH2:5][CH2:4][CH2:3][CH2:2]1.[CH3:19][O:20][C:21]1[C:26]([NH2:27])=[CH:25][CH:24]=[CH:23][N:22]=1, predict the reaction product.